From a dataset of Forward reaction prediction with 1.9M reactions from USPTO patents (1976-2016). Predict the product of the given reaction. (1) Given the reactants Br[CH2:2][C:3]1[CH:8]=[C:7]([C:9]([O:11][CH2:12][CH3:13])=[O:10])[CH:6]=[CH:5][C:4]=1[C:14]1[CH:19]=[CH:18][CH:17]=[CH:16][CH:15]=1.C[N+]1([O-])CC[O:24]CC1.O, predict the reaction product. The product is: [CH:2]([C:3]1[CH:8]=[C:7]([C:9]([O:11][CH2:12][CH3:13])=[O:10])[CH:6]=[CH:5][C:4]=1[C:14]1[CH:19]=[CH:18][CH:17]=[CH:16][CH:15]=1)=[O:24]. (2) Given the reactants [C:1]([C:4]1[CH:5]=[CH:6][C:7]([NH:10][C:11](=[O:28])[CH:12]([NH:16][C:17](=[O:27])[CH2:18][C:19]2[CH:24]=[C:23]([F:25])[CH:22]=[C:21]([F:26])[CH:20]=2)[CH2:13][CH2:14][CH3:15])=[N:8][CH:9]=1)(=O)[CH3:2].[CH3:29][C:30]([CH3:35])([CH3:34])[CH2:31][CH2:32][NH2:33].C(O[BH-](OC(=O)C)OC(=O)C)(=O)C.[Na+].C(O)(=O)C, predict the reaction product. The product is: [CH3:29][C:30]([CH3:35])([CH3:34])[CH2:31][CH2:32][NH:33][CH:1]([C:4]1[CH:5]=[CH:6][C:7]([NH:10][C:11](=[O:28])[CH:12]([NH:16][C:17](=[O:27])[CH2:18][C:19]2[CH:24]=[C:23]([F:25])[CH:22]=[C:21]([F:26])[CH:20]=2)[CH2:13][CH2:14][CH3:15])=[N:8][CH:9]=1)[CH3:2]. (3) Given the reactants [Br:1][C:2]1[CH:9]=[CH:8][C:5]([CH:6]=O)=[CH:4][CH:3]=1.[C:10]([O:18][CH2:19][CH3:20])(=[O:17])[CH2:11][C:12]([O:14][CH2:15][CH3:16])=[O:13].CC1C=CC(C(O)=O)=CC=1.N1CCCCC1, predict the reaction product. The product is: [CH2:15]([O:14][C:12](=[O:13])[C:11](=[CH:6][C:5]1[CH:8]=[CH:9][C:2]([Br:1])=[CH:3][CH:4]=1)[C:10]([O:18][CH2:19][CH3:20])=[O:17])[CH3:16].